Task: Regression. Given a peptide amino acid sequence and an MHC pseudo amino acid sequence, predict their binding affinity value. This is MHC class II binding data.. Dataset: Peptide-MHC class II binding affinity with 134,281 pairs from IEDB The peptide sequence is CDASILIDPLSNQSA. The MHC is HLA-DQA10201-DQB10202 with pseudo-sequence HLA-DQA10201-DQB10202. The binding affinity (normalized) is 0.392.